The task is: Regression. Given a peptide amino acid sequence and an MHC pseudo amino acid sequence, predict their binding affinity value. This is MHC class II binding data.. This data is from Peptide-MHC class II binding affinity with 134,281 pairs from IEDB. (1) The peptide sequence is VAPIEHIASMRRNYF. The MHC is DRB1_1501 with pseudo-sequence DRB1_1501. The binding affinity (normalized) is 0.539. (2) The MHC is HLA-DQA10102-DQB10501 with pseudo-sequence HLA-DQA10102-DQB10501. The peptide sequence is LDKRQFELYKRTDIV. The binding affinity (normalized) is 0.329. (3) The peptide sequence is FAPFSKDNSIRLSAG. The MHC is DRB1_1501 with pseudo-sequence DRB1_1501. The binding affinity (normalized) is 0.154. (4) The peptide sequence is RQKIIYSGAVNLDDE. The MHC is DRB1_0802 with pseudo-sequence DRB1_0802. The binding affinity (normalized) is 0.398. (5) The peptide sequence is SCFEIKCTKPEACSG. The MHC is HLA-DQA10101-DQB10501 with pseudo-sequence HLA-DQA10101-DQB10501. The binding affinity (normalized) is 0.